Dataset: Catalyst prediction with 721,799 reactions and 888 catalyst types from USPTO. Task: Predict which catalyst facilitates the given reaction. (1) Reactant: [F:1][C:2]1([F:23])[O:6][C:5]2[CH:7]=[CH:8][C:9]([N:11]3[CH2:15][C:14](=[CH2:16])[S:13]/[C:12]/3=[N:17]\[C:18](=[O:22])[O:19][CH2:20][CH3:21])=[CH:10][C:4]=2[O:3]1.C[O-].[Na+]. Product: [F:23][C:2]1([F:1])[O:6][C:5]2[CH:7]=[CH:8][C:9]([N:11]3[CH:15]=[C:14]([CH3:16])[S:13]/[C:12]/3=[N:17]\[C:18](=[O:22])[O:19][CH2:20][CH3:21])=[CH:10][C:4]=2[O:3]1. The catalyst class is: 5. (2) Reactant: Br[C:2]1[C:3]2[C:8]([C:9]([Br:16])=[C:10]3[C:15]=1[CH:14]=[CH:13][CH:12]=[CH:11]3)=[CH:7][CH:6]=[CH:5][CH:4]=2.[CH:17]1[C:26]2[C:21](=[CH:22][CH:23]=[CH:24][CH:25]=2)[CH:20]=[CH:19][C:18]=1B(O)O.C(=O)([O-])[O-].[Na+].[Na+]. Product: [Br:16][C:9]1[C:10]2[C:15]([C:2]([C:19]3[CH:18]=[CH:17][C:26]4[C:21](=[CH:22][CH:23]=[CH:24][CH:25]=4)[CH:20]=3)=[C:3]3[C:8]=1[CH:7]=[CH:6][CH:5]=[CH:4]3)=[CH:14][CH:13]=[CH:12][CH:11]=2. The catalyst class is: 602.